Dataset: NCI-60 drug combinations with 297,098 pairs across 59 cell lines. Task: Regression. Given two drug SMILES strings and cell line genomic features, predict the synergy score measuring deviation from expected non-interaction effect. (1) Drug 1: CN(C)N=NC1=C(NC=N1)C(=O)N. Drug 2: CC1=CC=C(C=C1)C2=CC(=NN2C3=CC=C(C=C3)S(=O)(=O)N)C(F)(F)F. Cell line: RXF 393. Synergy scores: CSS=1.30, Synergy_ZIP=-1.02, Synergy_Bliss=-0.659, Synergy_Loewe=-0.458, Synergy_HSA=-0.618. (2) Drug 1: C1=NC2=C(N1)C(=S)N=C(N2)N. Drug 2: CC(C1=C(C=CC(=C1Cl)F)Cl)OC2=C(N=CC(=C2)C3=CN(N=C3)C4CCNCC4)N. Cell line: COLO 205. Synergy scores: CSS=16.9, Synergy_ZIP=-3.54, Synergy_Bliss=-3.80, Synergy_Loewe=-12.4, Synergy_HSA=-5.61.